Task: Predict the reactants needed to synthesize the given product.. Dataset: Full USPTO retrosynthesis dataset with 1.9M reactions from patents (1976-2016) (1) The reactants are: C[O:2][C:3](=[O:23])[C:4]1[C:9]([C:10](=[O:12])[CH3:11])=[CH:8][C:7]([F:13])=[C:6]([F:14])[C:5]=1[NH:15][C:16]1[CH:21]=[CH:20][CH:19]=[CH:18][C:17]=1[Cl:22].[Li+].[OH-].Cl. Given the product [C:10]([C:9]1[C:4]([C:3]([OH:23])=[O:2])=[C:5]([NH:15][C:16]2[CH:21]=[CH:20][CH:19]=[CH:18][C:17]=2[Cl:22])[C:6]([F:14])=[C:7]([F:13])[CH:8]=1)(=[O:12])[CH3:11], predict the reactants needed to synthesize it. (2) Given the product [Cl:1][C:2]1[CH:10]=[C:9]2[C:5]([C:6]([C:12]3[N:13]=[C:14]4[C:20]([C:21]([NH:29][C:25]([CH2:27][CH3:28])([CH3:26])[CH3:24])=[O:22])=[CH:19][NH:18][C:15]4=[N:16][CH:17]=3)=[N:7][N:8]2[CH3:11])=[CH:4][CH:3]=1, predict the reactants needed to synthesize it. The reactants are: [Cl:1][C:2]1[CH:10]=[C:9]2[C:5]([C:6]([C:12]3[N:13]=[C:14]4[C:20]([C:21](O)=[O:22])=[CH:19][NH:18][C:15]4=[N:16][CH:17]=3)=[N:7][N:8]2[CH3:11])=[CH:4][CH:3]=1.[CH3:24][C:25]([NH2:29])([CH2:27][CH3:28])[CH3:26].CCN=C=NCCCN(C)C.CN(C(ON1N=NC2C=CC=NC1=2)=[N+](C)C)C.F[P-](F)(F)(F)(F)F.CCN(C(C)C)C(C)C. (3) The reactants are: FC(F)(F)C(O)=O.[S:8]1[C:12]2[CH:13]=[CH:14][CH:15]=[CH:16][C:11]=2[N:10]=[C:9]1[S:17]([N:20]1[CH2:25][CH2:24][NH:23][CH2:22][C:21]1=[O:26])(=[O:19])=[O:18].[CH:27]([O:40][C:41]([NH:43][C:44]1[CH:49]=[CH:48][N:47]([CH2:50][C:51](O)=[O:52])[C:46](=[O:54])[N:45]=1)=[O:42])([C:34]1[CH:39]=[CH:38][CH:37]=[CH:36][CH:35]=1)[C:28]1[CH:33]=[CH:32][CH:31]=[CH:30][CH:29]=1. Given the product [S:8]1[C:12]2[CH:13]=[CH:14][CH:15]=[CH:16][C:11]=2[N:10]=[C:9]1[S:17]([N:20]1[CH2:25][CH2:24][N:23]([C:51](=[O:52])[CH2:50][N:47]2[CH:48]=[CH:49][C:44]([NH:43][C:41]([O:40][CH:27]([C:28]3[CH:29]=[CH:30][CH:31]=[CH:32][CH:33]=3)[C:34]3[CH:39]=[CH:38][CH:37]=[CH:36][CH:35]=3)=[O:42])=[N:45][C:46]2=[O:54])[CH2:22][C:21]1=[O:26])(=[O:19])=[O:18], predict the reactants needed to synthesize it. (4) Given the product [CH3:1][S:2]([O:6][CH2:7][CH2:8][O:9][CH2:10][CH2:11][NH:12][C:13]([O:14][C:15]([CH3:16])([CH3:18])[CH3:17])=[O:19])(=[O:4])=[O:3], predict the reactants needed to synthesize it. The reactants are: [CH3:1][S:2](Cl)(=[O:4])=[O:3].[OH:6][CH2:7][CH2:8][O:9][CH2:10][CH2:11][NH:12][C:13](=[O:19])[O:14][C:15]([CH3:18])([CH3:17])[CH3:16].CCN(CC)CC. (5) Given the product [F:27][C:26]([F:29])([F:28])[C:12]([CH2:11][C:10]1[NH:1][C:2]2[C:3]([CH:9]=1)=[CH:4][CH:5]=[CH:6][C:7]=2[F:8])([OH:25])[CH2:13][C:14]([C:17]1[CH:22]=[C:21]([F:23])[CH:20]=[CH:19][C:18]=1[CH3:24])([CH3:15])[CH3:16], predict the reactants needed to synthesize it. The reactants are: [NH2:1][C:2]1[C:7]([F:8])=[CH:6][CH:5]=[CH:4][C:3]=1[C:9]#[C:10][CH2:11][C:12]([C:26]([F:29])([F:28])[F:27])([OH:25])[CH2:13][C:14]([C:17]1[CH:22]=[C:21]([F:23])[CH:20]=[CH:19][C:18]=1[CH3:24])([CH3:16])[CH3:15]. (6) Given the product [CH:1]12[CH2:10][CH:5]3[CH2:6][CH:7]([CH2:9][CH:3]([CH2:4]3)[CH:2]1[NH:12][CH2:13][C:14]([CH3:19])([NH2:16])[CH3:15])[CH2:8]2, predict the reactants needed to synthesize it. The reactants are: [CH:1]12[CH2:10][CH:5]3[CH2:6][CH:7]([CH2:9][CH:3]([CH2:4]3)[C:2]1=O)[CH2:8]2.[NH2:12][CH2:13][CH:14]([NH2:16])[CH3:15].[BH4-].[Na+].[CH2:19](O)C. (7) The reactants are: C[O-].[Na+].[CH3:4][CH:5]([SH:7])[CH3:6].[N+:8]([C:11]1[CH:12]=[C:13]([CH:16]=[CH:17][CH:18]=1)[CH2:14]Cl)([O-:10])=[O:9]. Given the product [N+:8]([C:11]1[CH:18]=[CH:17][CH:16]=[C:13]([CH2:14][S:7][CH:5]([CH3:6])[CH3:4])[CH:12]=1)([O-:10])=[O:9], predict the reactants needed to synthesize it.